From a dataset of Catalyst prediction with 721,799 reactions and 888 catalyst types from USPTO. Predict which catalyst facilitates the given reaction. (1) Reactant: [NH:1]1[CH2:6][CH2:5][CH2:4][CH2:3][C@H:2]1[C:7]([OH:9])=[O:8].C([O-])([O-])=O.[Na+].[Na+].[C:16](Cl)([O:18][CH2:19][CH:20]1[C:32]2[C:27](=[CH:28][CH:29]=[CH:30][CH:31]=2)[C:26]2[C:21]1=[CH:22][CH:23]=[CH:24][CH:25]=2)=[O:17]. Product: [CH:31]1[C:32]2[CH:20]([CH2:19][O:18][C:16]([N:1]3[CH2:6][CH2:5][CH2:4][CH2:3][C@H:2]3[C:7]([OH:9])=[O:8])=[O:17])[C:21]3[C:26](=[CH:25][CH:24]=[CH:23][CH:22]=3)[C:27]=2[CH:28]=[CH:29][CH:30]=1. The catalyst class is: 127. (2) Reactant: [Li]CCCC.C(NC(C)C)(C)C.[CH3:13][O:14][C:15](=[O:24])[CH2:16][C:17]1[CH:22]=[CH:21][C:20]([CH3:23])=[CH:19][CH:18]=1.[Li+].CC([N-]C(C)C)C.Br[CH2:34][C:35]([O:37][C:38]([CH3:41])([CH3:40])[CH3:39])=[O:36]. Product: [CH3:13][O:14][C:15](=[O:24])[CH:16]([C:17]1[CH:18]=[CH:19][C:20]([CH3:23])=[CH:21][CH:22]=1)[CH2:34][C:35]([O:37][C:38]([CH3:41])([CH3:40])[CH3:39])=[O:36]. The catalyst class is: 1. (3) Reactant: [CH3:1][CH:2]1[C:7](=O)[CH2:6][CH2:5][N:4]([C:9]([O:11][C:12]([CH3:15])([CH3:14])[CH3:13])=[O:10])[CH2:3]1.N1CCCC1.O.[C:22]([NH2:26])(=[O:25])[C:23]#[CH:24]. Product: [CH3:1][CH:2]1[C:7]2[NH:26][C:22](=[O:25])[CH:23]=[CH:24][C:6]=2[CH2:5][N:4]([C:9]([O:11][C:12]([CH3:15])([CH3:14])[CH3:13])=[O:10])[CH2:3]1. The catalyst class is: 11. (4) Reactant: Cl.[NH2:2][C@H:3]([C:8]([O:10][CH:11]1[CH2:15][CH2:14][CH2:13][CH2:12]1)=[O:9])[CH2:4][CH:5]([CH3:7])[CH3:6].[C:16]([O:20][C:21]([NH:23][C@@H:24]1[CH2:29][CH2:28][C@H:27]([CH2:30][CH2:31][C:32](O)=[O:33])[CH2:26][CH2:25]1)=[O:22])([CH3:19])([CH3:18])[CH3:17].C1CN([P+](Br)(N2CCCC2)N2CCCC2)CC1.F[P-](F)(F)(F)(F)F.CCN(C(C)C)C(C)C. Product: [C:16]([O:20][C:21]([NH:23][C@@H:24]1[CH2:25][CH2:26][C@H:27]([CH2:30][CH2:31][C:32]([NH:2][C@H:3]([C:8]([O:10][CH:11]2[CH2:12][CH2:13][CH2:14][CH2:15]2)=[O:9])[CH2:4][CH:5]([CH3:7])[CH3:6])=[O:33])[CH2:28][CH2:29]1)=[O:22])([CH3:19])([CH3:18])[CH3:17]. The catalyst class is: 31. (5) Reactant: [N:1]1[C:10]2[C:5](=[CH:6][CH:7]=[CH:8][CH:9]=2)[N:4]=[CH:3][C:2]=1[C:11](Cl)=[O:12].Cl.[CH:15]12[CH2:25][CH:20]3[CH2:21][CH:22]([CH2:24][C:17]([NH2:26])([CH2:18][CH2:19]3)[CH2:16]1)[CH2:23]2.N1C=CC=CC=1. Product: [CH:15]12[CH2:25][CH:20]3[CH2:21][CH:22]([CH2:24][C:17]([NH:26][C:11]([C:2]4[CH:3]=[N:4][C:5]5[C:10](=[CH:9][CH:8]=[CH:7][CH:6]=5)[N:1]=4)=[O:12])([CH2:18][CH2:19]3)[CH2:16]1)[CH2:23]2. The catalyst class is: 6. (6) Reactant: [CH2:1]([O:8][C:9]([N:11]([CH3:19])[C@H:12]([C:16]([OH:18])=O)[CH:13]([CH3:15])[CH3:14])=[O:10])[C:2]1[CH:7]=[CH:6][CH:5]=[CH:4][CH:3]=1.Cl.[C:21]([O:25][C:26](=[O:37])[C@H:27]([CH2:29][C:30]([O:32][C:33]([CH3:36])([CH3:35])[CH3:34])=[O:31])[NH2:28])([CH3:24])([CH3:23])[CH3:22].CCN=C=NCCCN(C)C.Cl.O.ON1C2C=CC=CC=2N=N1.C(N(CC)CC)C. Product: [C:21]([O:25][C:26](=[O:37])[C@H:27]([CH2:29][C:30]([O:32][C:33]([CH3:36])([CH3:35])[CH3:34])=[O:31])[NH:28][C:16](=[O:18])[C@H:12]([CH:13]([CH3:14])[CH3:15])[N:11]([C:9]([O:8][CH2:1][C:2]1[CH:3]=[CH:4][CH:5]=[CH:6][CH:7]=1)=[O:10])[CH3:19])([CH3:23])([CH3:24])[CH3:22]. The catalyst class is: 7. (7) Reactant: [C:1]1([C:19]2[CH:24]=[CH:23][CH:22]=[CH:21][CH:20]=2)[CH:6]=[CH:5][CH:4]=[CH:3][C:2]=1[NH:7][N:8]=[C:9]([C:17]#[N:18])[C:10]([NH:12][CH2:13][CH:14]1[CH2:16][CH2:15]1)=[O:11].[Cl-].[Al+3].[Cl-].[Cl-].O.[OH-].[Na+]. Product: [NH2:18][C:17]1[C:3]2[C:2](=[C:1]([C:19]3[CH:20]=[CH:21][CH:22]=[CH:23][CH:24]=3)[CH:6]=[CH:5][CH:4]=2)[N:7]=[N:8][C:9]=1[C:10]([NH:12][CH2:13][CH:14]1[CH2:16][CH2:15]1)=[O:11]. The catalyst class is: 133. (8) Reactant: [Cl:1][C:2]1[C:7]([C:8]2[CH:13]=[CH:12][C:11]([C:14]([F:17])([F:16])[F:15])=[CH:10][CH:9]=2)=[CH:6][C:5]([C:18]2([C:22]([O:24]CC)=[O:23])[CH2:21][CH2:20][CH2:19]2)=[CH:4][C:3]=1[O:27][CH2:28][CH:29]1[CH2:31][CH2:30]1.[Li+].[OH-]. Product: [Cl:1][C:2]1[C:7]([C:8]2[CH:9]=[CH:10][C:11]([C:14]([F:17])([F:16])[F:15])=[CH:12][CH:13]=2)=[CH:6][C:5]([C:18]2([C:22]([OH:24])=[O:23])[CH2:21][CH2:20][CH2:19]2)=[CH:4][C:3]=1[O:27][CH2:28][CH:29]1[CH2:31][CH2:30]1. The catalyst class is: 200.